From a dataset of Catalyst prediction with 721,799 reactions and 888 catalyst types from USPTO. Predict which catalyst facilitates the given reaction. (1) Reactant: [CH3:1][C:2]([C:4]1[CH:9]=[CH:8][C:7]([O:10][CH3:11])=[C:6]([F:12])[CH:5]=1)=[O:3].[C:13](OC)(=[O:18])[C:14]([O:16]C)=[O:15].CCC([O-])(C)C.[K+].C1(C)C=CC=CC=1. Product: [F:12][C:6]1[CH:5]=[C:4]([C:2](=[O:3])[CH2:1][C:13](=[O:18])[C:14]([OH:16])=[O:15])[CH:9]=[CH:8][C:7]=1[O:10][CH3:11]. The catalyst class is: 20. (2) Reactant: C(Cl)(=O)C(Cl)=O.[F:7][C:8]([F:22])([F:21])/[CH:9]=[CH:10]/[C:11]1[CH:19]=[CH:18][C:14]([C:15]([OH:17])=O)=[C:13]([CH3:20])[CH:12]=1.[N:23]1[C:32]2[C:27](=[CH:28][C:29]([NH2:33])=[CH:30][CH:31]=2)[N:26]=[CH:25][CH:24]=1.CCN(CC)CC. Product: [CH3:20][C:13]1[CH:12]=[C:11](/[CH:10]=[CH:9]/[C:8]([F:7])([F:22])[F:21])[CH:19]=[CH:18][C:14]=1[C:15]([NH:33][C:29]1[CH:28]=[C:27]2[C:32](=[CH:31][CH:30]=1)[N:23]=[CH:24][CH:25]=[N:26]2)=[O:17]. The catalyst class is: 198. (3) Reactant: N.[N:2]([C@@:5]1([CH2:20][O:21]C(=O)C2C=CC=C(Cl)C=2)[C@@H:9]([F:10])[C@@H:8]([OH:11])[C@H:7]([N:12]2[CH:17]=[CH:16][C:15](=[O:18])[NH:14][C:13]2=[O:19])[O:6]1)=[N+:3]=[N-:4]. Product: [N:2]([C@:5]1([CH2:20][OH:21])[O:6][C@@H:7]([N:12]2[CH:17]=[CH:16][C:15](=[O:18])[NH:14][C:13]2=[O:19])[C@H:8]([OH:11])[C@@H:9]1[F:10])=[N+:3]=[N-:4]. The catalyst class is: 5. (4) Reactant: [Br:1][C:2]1[CH:3]=[N:4][C:5](F)=[C:6]([CH:10]=1)[C:7]([OH:9])=[O:8].C[CH2:13][N:14](C(C)C)[CH:15](C)C.CNC. Product: [Br:1][C:2]1[CH:3]=[N:4][C:5]([N:14]([CH3:15])[CH3:13])=[C:6]([CH:10]=1)[C:7]([OH:9])=[O:8]. The catalyst class is: 1. (5) Reactant: [CH3:1][C:2]1[CH2:7][CH2:6][CH2:5][C:4]([CH3:9])([CH3:8])[C:3]=1[CH2:10][OH:11].[F:12][C:13]1[CH:20]=[C:19](O)[CH:18]=[CH:17][C:14]=1[C:15]#[N:16].C1(P(C2C=CC=CC=2)C2C=CC=CC=2)C=CC=CC=1.N(C(OCC)=O)=NC(OCC)=O. Product: [F:12][C:13]1[CH:20]=[C:19]([O:11][CH2:10][C:3]2[C:4]([CH3:8])([CH3:9])[CH2:5][CH2:6][CH2:7][C:2]=2[CH3:1])[CH:18]=[CH:17][C:14]=1[C:15]#[N:16]. The catalyst class is: 7. (6) Reactant: [Li]CCCC.Br[C:7]1[CH:15]=[C:14]2[C:10]([C:11]([CH3:27])([CH3:26])[CH2:12][N:13]2[Si:16]([CH:23]([CH3:25])[CH3:24])([CH:20]([CH3:22])[CH3:21])[CH:17]([CH3:19])[CH3:18])=[CH:9][C:8]=1[F:28].[C:29]1([S:35](F)(=[O:37])=[O:36])[CH:34]=[CH:33][CH:32]=[CH:31][CH:30]=1. Product: [C:29]1([S:35]([C:7]2[CH:15]=[C:14]3[C:10]([C:11]([CH3:27])([CH3:26])[CH2:12][N:13]3[Si:16]([CH:23]([CH3:25])[CH3:24])([CH:20]([CH3:22])[CH3:21])[CH:17]([CH3:19])[CH3:18])=[CH:9][C:8]=2[F:28])(=[O:37])=[O:36])[CH:34]=[CH:33][CH:32]=[CH:31][CH:30]=1. The catalyst class is: 1. (7) Reactant: Cl[C:2]1[N:7]=[C:6]([Cl:8])[N:5]=[C:4]2[N:9]([CH2:12][CH2:13][OH:14])[N:10]=[CH:11][C:3]=12.[OH-:15].[Na+].Cl. Product: [Cl:8][C:6]1[NH:7][C:2](=[O:15])[C:3]2[CH:11]=[N:10][N:9]([CH2:12][CH2:13][OH:14])[C:4]=2[N:5]=1. The catalyst class is: 6.